The task is: Regression. Given two drug SMILES strings and cell line genomic features, predict the synergy score measuring deviation from expected non-interaction effect.. This data is from NCI-60 drug combinations with 297,098 pairs across 59 cell lines. (1) Drug 1: CN1CCC(CC1)COC2=C(C=C3C(=C2)N=CN=C3NC4=C(C=C(C=C4)Br)F)OC. Drug 2: COC1=CC(=CC(=C1O)OC)C2C3C(COC3=O)C(C4=CC5=C(C=C24)OCO5)OC6C(C(C7C(O6)COC(O7)C8=CC=CS8)O)O. Cell line: HS 578T. Synergy scores: CSS=26.7, Synergy_ZIP=9.42, Synergy_Bliss=8.04, Synergy_Loewe=-8.42, Synergy_HSA=2.76. (2) Drug 2: C1=CC(=CC=C1C#N)C(C2=CC=C(C=C2)C#N)N3C=NC=N3. Cell line: HT29. Synergy scores: CSS=-1.42, Synergy_ZIP=1.16, Synergy_Bliss=-0.0401, Synergy_Loewe=-2.71, Synergy_HSA=-2.74. Drug 1: CC1=CC2C(CCC3(C2CCC3(C(=O)C)OC(=O)C)C)C4(C1=CC(=O)CC4)C. (3) Drug 1: CC1=C(C(CCC1)(C)C)C=CC(=CC=CC(=CC(=O)O)C)C. Drug 2: CN1C2=C(C=C(C=C2)N(CCCl)CCCl)N=C1CCCC(=O)O.Cl. Cell line: SK-MEL-2. Synergy scores: CSS=13.4, Synergy_ZIP=-2.45, Synergy_Bliss=2.52, Synergy_Loewe=5.11, Synergy_HSA=3.60. (4) Drug 1: C1CC(CCC1OC2=C(C(=CC=C2)Cl)F)(CC3=NC(=CC=C3)NC4=NC=CS4)C(=O)O. Drug 2: C1CC(CNC1)C2=CC=C(C=C2)N3C=C4C=CC=C(C4=N3)C(=O)N. Cell line: HCT116. Synergy scores: CSS=48.2, Synergy_ZIP=3.20, Synergy_Bliss=2.23, Synergy_Loewe=3.99, Synergy_HSA=7.52. (5) Drug 1: C1=C(C(=O)NC(=O)N1)N(CCCl)CCCl. Drug 2: C1=NNC2=C1C(=O)NC=N2. Cell line: RPMI-8226. Synergy scores: CSS=33.0, Synergy_ZIP=9.53, Synergy_Bliss=11.2, Synergy_Loewe=-15.4, Synergy_HSA=5.09. (6) Drug 1: CN1C(=O)N2C=NC(=C2N=N1)C(=O)N. Drug 2: CC1CCC2CC(C(=CC=CC=CC(CC(C(=O)C(C(C(=CC(C(=O)CC(OC(=O)C3CCCCN3C(=O)C(=O)C1(O2)O)C(C)CC4CCC(C(C4)OC)OCCO)C)C)O)OC)C)C)C)OC. Cell line: NCI/ADR-RES. Synergy scores: CSS=-9.23, Synergy_ZIP=4.81, Synergy_Bliss=2.14, Synergy_Loewe=-7.88, Synergy_HSA=-4.75.